This data is from Catalyst prediction with 721,799 reactions and 888 catalyst types from USPTO. The task is: Predict which catalyst facilitates the given reaction. (1) Product: [ClH:43].[NH2:8][CH2:9][C:10]([CH3:41])([CH3:42])[CH2:11][C:12]([O:14][C@@:15]1([CH2:39][CH3:40])[C:36]2[CH:35]=[C:34]3[N:21]([CH2:22][C:23]4[C:24]3=[N:25][C:26]3[CH:27]=[CH:28][CH:29]=[C:30]([Br:33])[C:31]=3[CH:32]=4)[C:20](=[O:37])[C:19]=2[CH2:18][O:17][C:16]1=[O:38])=[O:13]. Reactant: C(OC([NH:8][CH2:9][C:10]([CH3:42])([CH3:41])[CH2:11][C:12]([O:14][C@@:15]1([CH2:39][CH3:40])[C:36]2[CH:35]=[C:34]3[N:21]([CH2:22][C:23]4[C:24]3=[N:25][C:26]3[CH:27]=[CH:28][CH:29]=[C:30]([Br:33])[C:31]=3[CH:32]=4)[C:20](=[O:37])[C:19]=2[CH2:18][O:17][C:16]1=[O:38])=[O:13])=O)(C)(C)C.[ClH:43]. The catalyst class is: 12. (2) Reactant: [F:1][C:2]([F:11])([F:10])[C:3]1[N:8]=[CH:7][C:6]([NH2:9])=[CH:5][CH:4]=1.C(N(CC)CC)C.[CH3:19][O:20][C:21]1[N:29]=[CH:28][CH:27]=[CH:26][C:22]=1[C:23](Cl)=[O:24]. Product: [CH3:19][O:20][C:21]1[N:29]=[CH:28][CH:27]=[CH:26][C:22]=1[C:23]([NH:9][C:6]1[CH:7]=[N:8][C:3]([C:2]([F:1])([F:10])[F:11])=[CH:4][CH:5]=1)=[O:24]. The catalyst class is: 2. (3) Reactant: [C:1]([C:3]1[C:4]([O:39][CH3:40])=[C:5]([CH2:13][N:14]([CH3:38])[C:15](=[O:37])[CH:16]([N:24]([CH:31]2[CH2:35][CH2:34][N:33]([CH3:36])[CH2:32]2)C(=O)C(F)(F)F)[C:17]2[CH:22]=[CH:21][C:20]([F:23])=[CH:19][CH:18]=2)[C:6]2[C:11]([CH:12]=1)=[CH:10][CH:9]=[CH:8][CH:7]=2)#[N:2].C([O-])([O-])=O.[K+].[K+]. Product: [C:1]([C:3]1[C:4]([O:39][CH3:40])=[C:5]([CH2:13][N:14]([CH3:38])[C:15](=[O:37])[CH:16]([C:17]2[CH:18]=[CH:19][C:20]([F:23])=[CH:21][CH:22]=2)[NH:24][CH:31]2[CH2:35][CH2:34][N:33]([CH3:36])[CH2:32]2)[C:6]2[C:11]([CH:12]=1)=[CH:10][CH:9]=[CH:8][CH:7]=2)#[N:2]. The catalyst class is: 24. (4) Reactant: [NH:1]1[CH:5]=[CH:4][C:3]([C:6]2[CH:11]=[CH:10][CH:9]=[CH:8][N:7]=2)=[CH:2]1.I[C:13]1[CH:14]=[C:15]([C:19]2[CH:20]=[N:21][CH:22]=[CH:23][CH:24]=2)[CH:16]=[CH:17][CH:18]=1.N1C2C(=CC=C3C=2N=CC=C3)C=CC=1.P([O-])([O-])([O-])=O.[K+].[K+].[K+]. Product: [N:21]1[CH:22]=[CH:23][CH:24]=[C:19]([C:15]2[CH:16]=[C:17]([N:1]3[CH:5]=[CH:4][C:3]([C:6]4[CH:11]=[CH:10][CH:9]=[CH:8][N:7]=4)=[CH:2]3)[CH:18]=[CH:13][CH:14]=2)[CH:20]=1. The catalyst class is: 185.